This data is from Peptide-MHC class I binding affinity with 185,985 pairs from IEDB/IMGT. The task is: Regression. Given a peptide amino acid sequence and an MHC pseudo amino acid sequence, predict their binding affinity value. This is MHC class I binding data. The peptide sequence is FSAWISHRP. The MHC is HLA-A24:02 with pseudo-sequence HLA-A24:02. The binding affinity (normalized) is 0.423.